From a dataset of Forward reaction prediction with 1.9M reactions from USPTO patents (1976-2016). Predict the product of the given reaction. (1) Given the reactants [H-].C([Al+]CC(C)C)C(C)C.C1(C)C=CC=CC=1.C(O[C:21](=[O:33])[CH2:22][C:23]1[N:27]2[CH:28]=[C:29]([Br:32])[CH:30]=[CH:31][C:26]2=[N:25][CH:24]=1)C.[NH:34]1[CH2:39][CH2:38][O:37][CH2:36][CH2:35]1, predict the reaction product. The product is: [Br:32][C:29]1[CH:30]=[CH:31][C:26]2[N:27]([C:23]([CH2:22][C:21]([N:34]3[CH2:39][CH2:38][O:37][CH2:36][CH2:35]3)=[O:33])=[CH:24][N:25]=2)[CH:28]=1. (2) Given the reactants ClC(Cl)(Cl)[C:3]([C:5]1[N:14]2[C:8]([CH2:9][N:10]([C:19](=[O:30])[CH2:20][O:21][C:22]3[CH:27]=[CH:26][C:25]([Cl:28])=[CH:24][C:23]=3[CH3:29])[C:11]3[CH:18]=[CH:17][CH:16]=[CH:15][C:12]=3[CH2:13]2)=[CH:7][CH:6]=1)=[O:4].[NH2:33][CH2:34][C:35]1[CH:36]=[N:37][CH:38]=[CH:39][CH:40]=1.ClC1C=CC(OCC(N2C3C=CC=CC=3CN3C(C(NCC4C=NC=CC=4)=O)=CC=C3C2)=O)=CC=1, predict the reaction product. The product is: [Cl:28][C:25]1[CH:26]=[CH:27][C:22]([O:21][CH2:20][C:19]([N:10]2[C:11]3[CH:18]=[CH:17][CH:16]=[CH:15][C:12]=3[CH2:13][N:14]3[C:5]([C:3]([NH:33][CH2:34][C:35]4[CH:36]=[N:37][CH:38]=[CH:39][CH:40]=4)=[O:4])=[CH:6][CH:7]=[C:8]3[CH2:9]2)=[O:30])=[C:23]([CH3:29])[CH:24]=1. (3) Given the reactants C([N:8]1[CH2:17][CH2:16][C:15]2[N:14]=[C:13](Cl)[CH:12]=[CH:11][C:10]=2[CH2:9]1)C1C=CC=CC=1.[CH3:19][NH2:20], predict the reaction product. The product is: [CH3:19][NH:20][C:13]1[CH:12]=[CH:11][C:10]2[CH2:9][NH:8][CH2:17][CH2:16][C:15]=2[N:14]=1. (4) Given the reactants [NH2:1][S:2]([C:5]1[CH:10]=[CH:9][C:8]([CH:11]2[CH:15]=[CH:14][S:13][C:12]2([C:19]2[CH:24]=[CH:23][C:22]([F:25])=[CH:21][CH:20]=2)C(O)=O)=[CH:7][CH:6]=1)(=[O:4])=[O:3], predict the reaction product. The product is: [NH2:1][S:2]([C:5]1[CH:6]=[CH:7][C:8]([C:11]2[CH:15]=[CH:14][S:13][C:12]=2[C:19]2[CH:24]=[CH:23][C:22]([F:25])=[CH:21][CH:20]=2)=[CH:9][CH:10]=1)(=[O:3])=[O:4].